This data is from Reaction yield outcomes from USPTO patents with 853,638 reactions. The task is: Predict the reaction yield, written as a fraction of the theoretical maximum amount of product (1.0 means a 100% yield; for example, 0.34 means a 34% yield). (1) The catalyst is CO.C(#N)C. The reactants are [F:1][C:2]1[CH:10]=[CH:9][CH:8]=[C:7]([N+:11]([O-:13])=[O:12])[C:3]=1[C:4]([OH:6])=[O:5].[Si](C=[N+]=[N-])(C)(C)[CH3:15]. The product is [F:1][C:2]1[CH:10]=[CH:9][CH:8]=[C:7]([N+:11]([O-:13])=[O:12])[C:3]=1[C:4]([O:6][CH3:15])=[O:5]. The yield is 0.940. (2) The reactants are Cl.[NH2:2][C:3]1([CH2:8][C:9]([OH:11])=[O:10])[CH2:7][CH2:6][CH2:5][CH2:4]1.[CH3:12][Si](C=[N+]=[N-])(C)C.C1(C)C=CC=CC=1. The catalyst is CO.C1C=CC=CC=1. The product is [CH3:12][O:10][C:9](=[O:11])[CH2:8][C:3]1([NH2:2])[CH2:7][CH2:6][CH2:5][CH2:4]1. The yield is 0.980.